This data is from Catalyst prediction with 721,799 reactions and 888 catalyst types from USPTO. The task is: Predict which catalyst facilitates the given reaction. (1) Reactant: [NH2:1][C:2]1[CH:7]=[CH:6][C:5]([B:8]2[O:16][C:13]([CH3:15])([CH3:14])[C:10]([CH3:12])([CH3:11])[O:9]2)=[CH:4][C:3]=1[F:17].[CH2:18]([N:20]([CH2:23]C)CC)[CH3:19].ClC(Cl)([O:28]C(=O)OC(Cl)(Cl)Cl)Cl.Cl.C(N)C.C([O-])([O-])=O.[K+].[K+].Cl. Product: [CH2:18]([NH:20][C:23]([NH:1][C:2]1[CH:7]=[CH:6][C:5]([B:8]2[O:9][C:10]([CH3:12])([CH3:11])[C:13]([CH3:15])([CH3:14])[O:16]2)=[CH:4][C:3]=1[F:17])=[O:28])[CH3:19]. The catalyst class is: 2. (2) The catalyst class is: 42. Reactant: Cl.[O:2]1[CH2:7][CH2:6][CH:5]([NH2:8])[CH2:4][CH2:3]1.C(N(CC)CC)C.Cl.C(N=C=NCCCN(C)C)C.OC1C2N=NNC=2C=CC=1.[CH3:38][C:39]1[C:47]([C:48](O)=[O:49])=[CH:46][CH:45]=[C:44]2[C:40]=1[CH:41]=[N:42][NH:43]2. Product: [CH3:38][C:39]1[C:47]([C:48]([NH:8][CH:5]2[CH2:6][CH2:7][O:2][CH2:3][CH2:4]2)=[O:49])=[CH:46][CH:45]=[C:44]2[C:40]=1[CH:41]=[N:42][NH:43]2. (3) Reactant: [CH2:1]([Br:3])[CH3:2].[CH3:4][N:5]([CH3:33])[CH2:6][CH2:7][CH2:8][O:9][N:10]=[C:11]1[CH2:16][C:15]([CH2:18][CH3:19])([CH3:17])[N:14]([O:20][CH:21]([C:23]2[CH:28]=[CH:27][CH:26]=[CH:25][CH:24]=2)[CH3:22])[C:13]([CH2:30][CH3:31])([CH3:29])[CH:12]1[CH3:32]. Product: [Br-:3].[CH2:30]([C:13]1([CH3:29])[CH:12]([CH3:32])[C:11](=[N:10][O:9][CH2:8][CH2:7][CH2:6][N+:5]([CH2:1][CH3:2])([CH3:4])[CH3:33])[CH2:16][C:15]([CH2:18][CH3:19])([CH3:17])[N:14]1[O:20][CH:21]([C:23]1[CH:24]=[CH:25][CH:26]=[CH:27][CH:28]=1)[CH3:22])[CH3:31]. The catalyst class is: 10. (4) Reactant: Cl.Cl.[NH2:3][S:4]([C:7]1[CH:12]=[CH:11][C:10]([NH:13][NH2:14])=[CH:9][CH:8]=1)(=[O:6])=[O:5].O(C(C)(C)C)[Na].Cl[C:22]1[C:27]([C:28](OCC)=[O:29])=[C:26]([C:33]2[CH:38]=[CH:37][CH:36]=[C:35]([C:39]([F:42])([F:41])[F:40])[CH:34]=2)[N:25]=[C:24]2[N:43]([CH3:46])[N:44]=[CH:45][C:23]=12. Product: [CH3:46][N:43]1[C:24]2=[N:25][C:26]([C:33]3[CH:38]=[CH:37][CH:36]=[C:35]([C:39]([F:42])([F:40])[F:41])[CH:34]=3)=[C:27]3[C:28](=[O:29])[N:13]([C:10]4[CH:9]=[CH:8][C:7]([S:4]([NH2:3])(=[O:6])=[O:5])=[CH:12][CH:11]=4)[NH:14][C:22]3=[C:23]2[CH:45]=[N:44]1. The catalyst class is: 8.